From a dataset of Full USPTO retrosynthesis dataset with 1.9M reactions from patents (1976-2016). Predict the reactants needed to synthesize the given product. (1) Given the product [CH3:15][N:13]([CH:12]=[O:19])[CH3:14].[CH3:5][N:7]([CH3:8])[CH:25]=[O:21], predict the reactants needed to synthesize it. The reactants are: C(Cl)CCl.[CH2:5]([N:7]=[C:8]=NCC[CH2:12][N:13]([CH3:15])[CH3:14])C.C1C[O:19]CC1.[O:21]1[CH2:25]CCC1. (2) Given the product [Cl:1][C:2]1[CH:11]=[C:10]2[C:5]([C:6]([N:12]3[CH2:13][CH2:14][N:15]([C:18]([NH:20][CH:21]4[CH2:26][CH2:25][CH2:24][CH2:27]4)=[O:19])[CH2:16][CH2:17]3)=[CH:7][CH:8]=[N:9]2)=[CH:4][CH:3]=1, predict the reactants needed to synthesize it. The reactants are: [Cl:1][C:2]1[CH:11]=[C:10]2[C:5]([C:6]([N:12]3[CH2:17][CH2:16][N:15]([C:18]([NH:20][C:21]4[CH:26]=[CH:25][C:24]([C:27](F)(F)F)=CC=4)=[O:19])[CH2:14][CH2:13]3)=[CH:7][CH:8]=[N:9]2)=[CH:4][CH:3]=1.ClC1C=C2C(C(N3CCNCC3)=CC=N2)=CC=1.C(N(C(C)C)CC)(C)C.C1(N=C=O)CCCC1.